From a dataset of Catalyst prediction with 721,799 reactions and 888 catalyst types from USPTO. Predict which catalyst facilitates the given reaction. (1) Reactant: Cl[C:2]1[CH:7]=[C:6]([CH3:8])[CH:5]=[C:4]([C:9]2[CH:14]=[CH:13][C:12]([C:15]([F:18])([F:17])[F:16])=[CH:11][CH:10]=2)[N:3]=1.[F:19][C:20]1[CH:25]=[CH:24][C:23](B(O)O)=[CH:22][CH:21]=1.C([O-])([O-])=O.[Na+].[Na+]. Product: [F:19][C:20]1[CH:25]=[CH:24][C:23]([C:2]2[CH:7]=[C:6]([CH3:8])[CH:5]=[C:4]([C:9]3[CH:14]=[CH:13][C:12]([C:15]([F:18])([F:17])[F:16])=[CH:11][CH:10]=3)[N:3]=2)=[CH:22][CH:21]=1. The catalyst class is: 108. (2) Reactant: [Cl:1][C:2]1[CH:3]=[C:4]([CH:7]=[CH:8][C:9]=1[N:10]1[C:22]2[CH2:21][CH2:20][CH2:19][C:18](=[O:23])[C:17]=2[C:16]2[C:11]1=[CH:12][CH:13]=[CH:14][CH:15]=2)[C:5]#[N:6].CS(C)=[O:26].[OH-].[K+].OO. Product: [Cl:1][C:2]1[CH:3]=[C:4]([CH:7]=[CH:8][C:9]=1[N:10]1[C:22]2[CH2:21][CH2:20][CH2:19][C:18](=[O:23])[C:17]=2[C:16]2[C:11]1=[CH:12][CH:13]=[CH:14][CH:15]=2)[C:5]([NH2:6])=[O:26]. The catalyst class is: 336.